Dataset: Forward reaction prediction with 1.9M reactions from USPTO patents (1976-2016). Task: Predict the product of the given reaction. (1) Given the reactants [I:1][C:2]1[CH:8]=[C:7]([C:9]([F:12])([F:11])[F:10])[CH:6]=[CH:5][C:3]=1[NH2:4].Cl[C:14]([O:16][CH2:17][CH3:18])=[O:15], predict the reaction product. The product is: [CH2:17]([O:16][C:14]([NH:4][C:3]1[CH:5]=[CH:6][C:7]([C:9]([F:10])([F:11])[F:12])=[CH:8][C:2]=1[I:1])=[O:15])[CH3:18]. (2) The product is: [CH3:54][O:53][C:51]1[C:50]([NH:55][C:29]([C:27]2[N:28]=[C:24]([O:23][C:20]3[CH:21]=[C:22]4[C:17](=[CH:18][C:19]=3[CH3:32])[CH2:16][CH2:15][C:14]4([CH3:33])[CH3:13])[S:25][CH:26]=2)=[O:30])=[C:49]([O:58][CH3:59])[N:48]=[C:47]([N:44]2[CH2:45][CH2:46][N:41]([C:39]([O:38][C:34]([CH3:37])([CH3:36])[CH3:35])=[O:40])[CH2:42][CH2:43]2)[N:52]=1. Given the reactants Cl.CN(C)CCCN=C=NCC.[CH3:13][C:14]1([CH3:33])[C:22]2[C:17](=[CH:18][C:19]([CH3:32])=[C:20]([O:23][C:24]3[S:25][CH:26]=[C:27]([C:29](O)=[O:30])[N:28]=3)[CH:21]=2)[CH2:16][CH2:15]1.[C:34]([O:38][C:39]([N:41]1[CH2:46][CH2:45][N:44]([C:47]2[N:52]=[C:51]([O:53][CH3:54])[C:50]([N+:55]([O-])=O)=[C:49]([O:58][CH3:59])[N:48]=2)[CH2:43][CH2:42]1)=[O:40])([CH3:37])([CH3:36])[CH3:35].OC1C2N=NNC=2C=CC=1.C(N(CC)CC)C, predict the reaction product. (3) Given the reactants [C:1]([O:5][C:6]([N:8]1[CH2:13][CH2:12][CH:11]([S:14][C:15](=O)[CH3:16])[CH2:10][CH2:9]1)=[O:7])([CH3:4])([CH3:3])[CH3:2].[CH:18]1(Br)C[CH2:19]1.O[Li].O, predict the reaction product. The product is: [CH:16]1([CH2:15][S:14][CH:11]2[CH2:12][CH2:13][N:8]([C:6]([O:5][C:1]([CH3:4])([CH3:3])[CH3:2])=[O:7])[CH2:9][CH2:10]2)[CH2:19][CH2:18]1. (4) Given the reactants Cl[C:2]([C:4]1[S:8][C:7]([NH:9][C:10](=[O:25])[C:11]2[CH:16]=[C:15]([C:17]([F:20])([F:19])[F:18])[CH:14]=[C:13]([C:21]([F:24])([F:23])[F:22])[CH:12]=2)=[N:6][C:5]=1[C:26]([F:32])([F:31])[C:27]([F:30])([F:29])[F:28])=[O:3].[BH4-].[Na+].O.Cl, predict the reaction product. The product is: [OH:3][CH2:2][C:4]1[S:8][C:7]([NH:9][C:10](=[O:25])[C:11]2[CH:16]=[C:15]([C:17]([F:20])([F:19])[F:18])[CH:14]=[C:13]([C:21]([F:22])([F:23])[F:24])[CH:12]=2)=[N:6][C:5]=1[C:26]([F:32])([F:31])[C:27]([F:28])([F:29])[F:30]. (5) Given the reactants [O-]CC.[Na+].[Na].[C:6]([O:13][CH2:14][CH3:15])(=[O:12])[C:7]([O:9]CC)=O.[CH3:16][C:17]([CH3:19])=[O:18].S(=O)(=O)(O)O, predict the reaction product. The product is: [OH:9][C:7](=[CH:16][C:17](=[O:18])[CH3:19])[C:6]([O:13][CH2:14][CH3:15])=[O:12]. (6) Given the reactants [CH3:1][N:2]1[C:6]([C:7]#[C:8][C:9]2[CH:10]=[N:11][CH:12]=[CH:13][CH:14]=2)=[CH:5][C:4]([NH2:15])=[N:3]1.C1C[O:19][CH2:18][CH2:17]1.C(N(C(C)C)CC)(C)C.C(Cl)(=O)C, predict the reaction product. The product is: [CH3:1][N:2]1[C:6]([C:7]#[C:8][C:9]2[CH:10]=[N:11][CH:12]=[CH:13][CH:14]=2)=[CH:5][C:4]([NH:15][C:18](=[O:19])[CH3:17])=[N:3]1. (7) Given the reactants [CH3:1][O:2][C:3]1[CH:8]=[CH:7][C:6]([C:9]2[C:18]([C:19]3[CH:24]=[CH:23][CH:22]=[CH:21][CH:20]=3)=[CH:17][C:16]3[C:11](=[CH:12][C:13]([C:25]([O:27]C)=[O:26])=[CH:14][CH:15]=3)[N:10]=2)=[CH:5][CH:4]=1.[Li+].[OH-].CO, predict the reaction product. The product is: [CH3:1][O:2][C:3]1[CH:4]=[CH:5][C:6]([C:9]2[C:18]([C:19]3[CH:24]=[CH:23][CH:22]=[CH:21][CH:20]=3)=[CH:17][C:16]3[C:11](=[CH:12][C:13]([C:25]([OH:27])=[O:26])=[CH:14][CH:15]=3)[N:10]=2)=[CH:7][CH:8]=1.